This data is from Full USPTO retrosynthesis dataset with 1.9M reactions from patents (1976-2016). The task is: Predict the reactants needed to synthesize the given product. Given the product [C:14]1([C:51]2[CH:56]=[CH:55][CH:54]=[CH:53][CH:52]=2)[CH:9]=[CH:10][C:11]([CH2:15][O:16][C:17]2[CH:18]=[CH:19][C:20]([C:23]3([CH2:27][C:28]([O:30][CH2:31][CH3:32])=[O:29])[CH2:26][O:25][CH2:24]3)=[CH:21][C:22]=2[F:35])=[CH:12][CH:13]=1, predict the reactants needed to synthesize it. The reactants are: FC(F)(F)C1C=CC([C:9]2[CH:14]=[CH:13][CH:12]=[C:11]([CH2:15][O:16][C:17]3[CH:22]=[CH:21][C:20]([C:23]4([CH2:27][C:28]([O:30][CH2:31][CH3:32])=[O:29])[CH2:26][O:25][CH2:24]4)=[CH:19][CH:18]=3)[CH:10]=2)=CC=1.[F:35]C1C=C(C2(CC([O-])=O)COC2)C=CC=1O.[C:51]1([C:51]2[CH:56]=[CH:55][C:54](CBr)=[CH:53][CH:52]=2)[CH:56]=[CH:55][CH:54]=[CH:53][CH:52]=1.